Predict which catalyst facilitates the given reaction. From a dataset of Catalyst prediction with 721,799 reactions and 888 catalyst types from USPTO. (1) Reactant: [F:1][C:2]([F:11])([F:10])[C:3]1[CH:4]=[C:5]([NH2:9])[CH:6]=[N:7][CH:8]=1.N1C=CC=CC=1.Cl[C:19]([O:21][C:22]1[CH:27]=[CH:26][CH:25]=[CH:24][CH:23]=1)=[O:20]. Product: [C:22]1([O:21][C:19](=[O:20])[NH:9][C:5]2[CH:6]=[N:7][CH:8]=[C:3]([C:2]([F:1])([F:10])[F:11])[CH:4]=2)[CH:27]=[CH:26][CH:25]=[CH:24][CH:23]=1. The catalyst class is: 76. (2) Reactant: [C:1]([O:7][C:8]1[CH2:9][CH:10]([CH:24]([CH3:34])[CH2:25][O:26]CC2C=CC=CC=2)[O:11][C:12](=[O:23])[C:13]=1[C:14]1[C:19]([CH3:20])=[CH:18][C:17]([CH3:21])=[CH:16][C:15]=1[CH3:22])(=[O:6])[C:2]([CH3:5])([CH3:4])[CH3:3]. Product: [C:1]([O:7][C:8]1[CH2:9][CH:10]([CH:24]([CH3:34])[CH2:25][OH:26])[O:11][C:12](=[O:23])[C:13]=1[C:14]1[C:15]([CH3:22])=[CH:16][C:17]([CH3:21])=[CH:18][C:19]=1[CH3:20])(=[O:6])[C:2]([CH3:5])([CH3:4])[CH3:3]. The catalyst class is: 256. (3) Reactant: [CH:1]1([Zr:6](C)C)[CH:5]=[CH:4][CH:3]=[CH:2]1.[F:9][C:10]([F:19])([F:18])[C:11]1[CH:16]=[CH:15][CH:14]=[C:13]([OH:17])[CH:12]=1. Product: [CH:1]1([Zr:6]([O:17][C:13]2[CH:14]=[CH:15][CH:16]=[C:11]([C:10]([F:9])([F:18])[F:19])[CH:12]=2)[O:17][C:13]2[CH:14]=[CH:15][CH:16]=[C:11]([C:10]([F:18])([F:19])[F:9])[CH:12]=2)[CH:5]=[CH:4][CH:3]=[CH:2]1. The catalyst class is: 11. (4) Reactant: [NH2:1][C:2]1[CH:3]=[C:4]([CH:14]=[CH:15][CH:16]=1)[CH2:5][CH2:6][NH:7][C:8](=[O:13])[C:9]([F:12])([F:11])[F:10].[ClH:17].CCOC(C)=O. Product: [ClH:17].[NH2:1][C:2]1[CH:3]=[C:4]([CH:14]=[CH:15][CH:16]=1)[CH2:5][CH2:6][NH:7][C:8](=[O:13])[C:9]([F:10])([F:11])[F:12]. The catalyst class is: 25. (5) Reactant: [CH2:1]([N:8]1[CH2:13][CH2:12][CH:11]([O:14][C:15]2[S:16][C:17]3[CH:23]=[C:22](Br)[CH:21]=[CH:20][C:18]=3[N:19]=2)[CH2:10][CH2:9]1)[C:2]1[CH:7]=[CH:6][CH:5]=[CH:4][CH:3]=1.[Li]CCCC.O=[C:31]1[CH2:36][CH2:35][N:34]([C:37]([O:39][C:40]([CH3:43])([CH3:42])[CH3:41])=[O:38])[CH2:33][CH2:32]1. Product: [CH2:1]([N:8]1[CH2:13][CH2:12][CH:11]([O:14][C:15]2[S:16][C:17]3[CH:23]=[C:22]([C:31]4[CH2:36][CH2:35][N:34]([C:37]([O:39][C:40]([CH3:43])([CH3:42])[CH3:41])=[O:38])[CH2:33][CH:32]=4)[CH:21]=[CH:20][C:18]=3[N:19]=2)[CH2:10][CH2:9]1)[C:2]1[CH:7]=[CH:6][CH:5]=[CH:4][CH:3]=1. The catalyst class is: 1. (6) Reactant: [Li]CCCC.CCCCCC.Br[C:13]1[C:21]2[O:20][C:19]([F:23])([F:22])[O:18][C:17]=2[CH:16]=[CH:15][CH:14]=1.[B:24](OC)([O:27]C)[O:25]C. Product: [F:22][C:19]1([F:23])[O:18][C:17]2[CH:16]=[CH:15][CH:14]=[C:13]([B:24]([OH:27])[OH:25])[C:21]=2[O:20]1. The catalyst class is: 1.